This data is from Forward reaction prediction with 1.9M reactions from USPTO patents (1976-2016). The task is: Predict the product of the given reaction. (1) Given the reactants [Br:1][C:2]1[CH:7]=[CH:6][C:5]([C:8]2[CH:13]=[CH:12][C:11]([OH:14])=[CH:10][CH:9]=2)=[CH:4][CH:3]=1.C([O:17][C:18]([C:20]1[N:21]=[C:22]([CH2:25]Br)[S:23][CH:24]=1)=[O:19])C, predict the reaction product. The product is: [Br:1][C:2]1[CH:3]=[CH:4][C:5]([C:8]2[CH:13]=[CH:12][C:11]([O:14][CH2:25][C:22]3[S:23][CH:24]=[C:20]([C:18]([OH:19])=[O:17])[N:21]=3)=[CH:10][CH:9]=2)=[CH:6][CH:7]=1. (2) The product is: [OH:10][C@H:11]1[CH2:15][CH2:14][N:13]([CH2:16][CH2:17][CH2:18][C:19]2[CH:20]=[CH:21][C:22]([O:25][CH3:26])=[CH:23][CH:24]=2)[CH2:12]1. Given the reactants [N+](C1C=CC(C([O:10][C@H:11]2[CH2:15][CH2:14][N:13]([CH2:16][CH2:17][CH2:18][C:19]3[CH:24]=[CH:23][C:22]([O:25][CH3:26])=[CH:21][CH:20]=3)[CH2:12]2)=O)=CC=1)([O-])=O.[OH-].[Na+], predict the reaction product. (3) Given the reactants Br[C:2]1[CH:3]=[C:4]([C:8]2[CH:13]=[CH:12][CH:11]=[C:10]([C:14]([C:16]3[CH:17]=[C:18]([C:22]4[CH:27]=[CH:26][CH:25]=[C:24](Br)[CH:23]=4)[CH:19]=[CH:20][CH:21]=3)=[O:15])[CH:9]=2)[CH:5]=[CH:6][CH:7]=1.[CH3:29][C:30]1([CH3:50])[C:42]2[CH:41]=[C:40]3[NH:43][C:44]4[C:49]([C:39]3=[CH:38][C:37]=2[C:36]2[C:31]1=[CH:32][CH:33]=[CH:34][CH:35]=2)=[CH:48][N:47]=[CH:46][CH:45]=4.[C:60](P([C:60]([CH3:63])([CH3:62])[CH3:61])[C:60]([CH3:63])([CH3:62])[CH3:61])([CH3:63])([CH3:62])[CH3:61], predict the reaction product. The product is: [CH3:29][C:30]1([CH3:50])[C:42]2[CH:41]=[C:40]3[N:43]([C:2]4[CH:3]=[C:4]([C:8]5[CH:13]=[CH:12][CH:11]=[C:10]([C:14]([C:16]6[CH:17]=[C:18]([C:22]7[CH:27]=[CH:26][CH:25]=[C:24]([N:43]8[C:40]9=[CH:41][C:42]%10[C:60]([CH3:61])([CH3:62])[C:63]%11[C:36]([C:37]=%10[CH:38]=[C:39]9[C:49]9[C:44]8=[CH:45][CH:46]=[N:47][CH:48]=9)=[CH:35][CH:34]=[CH:33][CH:32]=%11)[CH:23]=7)[CH:19]=[CH:20][CH:21]=6)=[O:15])[CH:9]=5)[CH:5]=[CH:6][CH:7]=4)[C:44]4[C:49]([C:39]3=[CH:38][C:37]=2[C:36]2[C:31]1=[CH:32][CH:33]=[CH:34][CH:35]=2)=[CH:48][N:47]=[CH:46][CH:45]=4. (4) Given the reactants [CH:1]([C:4]1[CH:9]=[CH:8][C:7]([CH:10]2[C:14]3[C:15]([CH3:22])=[C:16]([NH2:21])[C:17]([CH3:20])=[C:18]([CH3:19])[C:13]=3[O:12][C:11]2([CH3:24])[CH3:23])=[CH:6][CH:5]=1)([CH3:3])[CH3:2].[F:25][C:26]1[CH:34]=[CH:33][C:29]([C:30](Cl)=[O:31])=[CH:28][CH:27]=1, predict the reaction product. The product is: [F:25][C:26]1[CH:34]=[CH:33][C:29]([C:30]([NH:21][C:16]2[C:17]([CH3:20])=[C:18]([CH3:19])[C:13]3[O:12][C:11]([CH3:24])([CH3:23])[CH:10]([C:7]4[CH:8]=[CH:9][C:4]([CH:1]([CH3:3])[CH3:2])=[CH:5][CH:6]=4)[C:14]=3[C:15]=2[CH3:22])=[O:31])=[CH:28][CH:27]=1. (5) Given the reactants [Cl:1][C:2]1[CH:21]=[CH:20][C:5]([C:6]([NH:8][CH2:9][C:10]2[CH:19]=[CH:18][C:13]([C:14](OC)=[O:15])=[CH:12][CH:11]=2)=[O:7])=[CH:4][CH:3]=1.O.[NH2:23][NH2:24], predict the reaction product. The product is: [Cl:1][C:2]1[CH:21]=[CH:20][C:5]([C:6]([NH:8][CH2:9][C:10]2[CH:19]=[CH:18][C:13]([C:14]([NH:23][NH2:24])=[O:15])=[CH:12][CH:11]=2)=[O:7])=[CH:4][CH:3]=1. (6) The product is: [CH2:1]([CH:3]1[N:12]([S:32]([C:29]2[CH:30]=[CH:31][C:26]([O:25][CH3:24])=[C:27]([CH3:36])[CH:28]=2)(=[O:34])=[O:33])[C:11]2[C:6](=[CH:7][C:8]([F:14])=[C:9]([F:13])[CH:10]=2)[N:5]2[CH:15]=[CH:16][CH:17]=[C:4]12)[CH3:2]. Given the reactants [CH2:1]([CH:3]1[NH:12][C:11]2[C:6](=[CH:7][C:8]([F:14])=[C:9]([F:13])[CH:10]=2)[N:5]2[CH:15]=[CH:16][CH:17]=[C:4]12)[CH3:2].N1C=CC=CC=1.[CH3:24][O:25][C:26]1[CH:31]=[CH:30][C:29]([S:32](Cl)(=[O:34])=[O:33])=[CH:28][C:27]=1[CH3:36], predict the reaction product.